Dataset: Reaction yield outcomes from USPTO patents with 853,638 reactions. Task: Predict the reaction yield, written as a fraction of the theoretical maximum amount of product (1.0 means a 100% yield; for example, 0.34 means a 34% yield). (1) The reactants are [Cl:1][C:2]1[CH:7]=[CH:6][CH:5]=[CH:4][C:3]=1[C:8]1[C:16]2[O:15][CH:14]([CH2:17]OS(C3C=CC(C)=CC=3)(=O)=O)[O:13][C:12]=2[CH:11]=[C:10]([F:29])[CH:9]=1.[CH2:30]([NH2:32])[CH3:31]. No catalyst specified. The product is [Cl:1][C:2]1[CH:7]=[CH:6][CH:5]=[CH:4][C:3]=1[C:8]1[C:16]2[O:15][CH:14]([CH2:17][NH:32][CH2:30][CH3:31])[O:13][C:12]=2[CH:11]=[C:10]([F:29])[CH:9]=1. The yield is 0.410. (2) The reactants are [CH3:1][C:2]1[CH:11]=[C:10]([CH2:12][O:13][C:14]2[CH:19]=[CH:18][C:17]([S:20]([NH:23][CH:24]3[CH2:28][O:27][CH2:26][CH:25]3[C:29]([OH:31])=O)(=[O:22])=[O:21])=[CH:16][CH:15]=2)[C:9]2[C:4](=[CH:5][CH:6]=[CH:7][CH:8]=2)[N:3]=1.[NH2:32][OH:33]. No catalyst specified. The product is [OH:33][NH:32][C:29]([C@H:25]1[C@@H:24]([NH:23][S:20]([C:17]2[CH:18]=[CH:19][C:14]([O:13][CH2:12][C:10]3[C:9]4[C:4](=[CH:5][CH:6]=[CH:7][CH:8]=4)[N:3]=[C:2]([CH3:1])[CH:11]=3)=[CH:15][CH:16]=2)(=[O:21])=[O:22])[CH2:28][O:27][CH2:26]1)=[O:31]. The yield is 0.110. (3) The reactants are [CH3:1][C:2]1[NH:7][C:6](=[O:8])[C:5]([C:9]#[N:10])=[C:4]([C:11]2[CH:16]=[CH:15][N:14]=[CH:13][CH:12]=2)[CH:3]=1.[BH4-].[Na+].II.Cl. The catalyst is C1COCC1. The product is [NH2:10][CH2:9][C:5]1[C:6](=[O:8])[NH:7][C:2]([CH3:1])=[CH:3][C:4]=1[C:11]1[CH:12]=[CH:13][N:14]=[CH:15][CH:16]=1. The yield is 0.310. (4) The reactants are [C:1]1([CH:7]([C:23]2[CH:28]=[CH:27][CH:26]=[CH:25][CH:24]=2)[N:8]2[CH2:13][CH2:12][N:11]([CH2:14][CH:15]3[CH2:17][CH:16]3[C:18]([O:20]CC)=[O:19])[CH2:10][CH2:9]2)[CH:6]=[CH:5][CH:4]=[CH:3][CH:2]=1.O.C1COCC1. The catalyst is CO. The product is [C:23]1([CH:7]([C:1]2[CH:6]=[CH:5][CH:4]=[CH:3][CH:2]=2)[N:8]2[CH2:9][CH2:10][N:11]([CH2:14][CH:15]3[CH2:17][CH:16]3[C:18]([OH:20])=[O:19])[CH2:12][CH2:13]2)[CH:24]=[CH:25][CH:26]=[CH:27][CH:28]=1. The yield is 0.950.